Dataset: Reaction yield outcomes from USPTO patents with 853,638 reactions. Task: Predict the reaction yield, written as a fraction of the theoretical maximum amount of product (1.0 means a 100% yield; for example, 0.34 means a 34% yield). (1) The reactants are [Cl:1][C:2]1[N:3]([CH2:10][C@:11]([OH:15])([CH3:14])[CH2:12][OH:13])[CH:4]=[C:5]([N+:7]([O-:9])=[O:8])[N:6]=1.C(N(CC)C(C)C)(C)C.[CH3:25][N:26]([CH2:30][C:31]1[CH:36]=[CH:35][C:34]([O:37][C:38]([F:41])([F:40])[F:39])=[CH:33][CH:32]=1)[C:27](Cl)=[O:28]. The catalyst is CN(C)C1C=CN=CC=1.C1(C)C=CC=CC=1.C(OCC)(=O)C. The product is [CH3:25][N:26]([CH2:30][C:31]1[CH:32]=[CH:33][C:34]([O:37][C:38]([F:39])([F:40])[F:41])=[CH:35][CH:36]=1)[C:27](=[O:28])[O:13][CH2:12][C@@:11]([OH:15])([CH3:14])[CH2:10][N:3]1[CH:4]=[C:5]([N+:7]([O-:9])=[O:8])[N:6]=[C:2]1[Cl:1]. The yield is 0.770. (2) The yield is 0.770. The reactants are [NH2:1][C:2]1[CH:10]=[C:9]2[C:5]([CH2:6][C:7](=[O:11])[NH:8]2)=[CH:4][CH:3]=1.[C:12](Cl)(=[O:14])[CH3:13].C(N(CC)CC)C. The catalyst is ClCCl. The product is [C:12]([NH:1][C:2]1[CH:10]=[C:9]2[C:5]([CH2:6][C:7](=[O:11])[NH:8]2)=[CH:4][CH:3]=1)(=[O:14])[CH3:13]. (3) The reactants are Br[CH2:2][C:3]([CH2:26][CH3:27])=[CH:4][CH2:5][C:6]1[C:14]([O:15]CC[Si](C)(C)C)=[C:13]2[C:9]([CH2:10][O:11][C:12]2=[O:22])=[C:8]([CH3:23])[C:7]=1[O:24][CH3:25].C[O:29][P:30]([O:33]C)[O:31]C.C[Si](Br)(C)C.N1C(C)=CC=CC=1C. No catalyst specified. The product is [CH2:26]([C:3](=[CH:4][CH2:5][C:6]1[C:14]([OH:15])=[C:13]2[C:9](=[C:8]([CH3:23])[C:7]=1[O:24][CH3:25])[CH2:10][O:11][C:12]2=[O:22])[CH2:2][P:30](=[O:29])([OH:33])[OH:31])[CH3:27]. The yield is 0.580. (4) The product is [CH3:2][C:1]1[C:4]([C:5]([O:7][CH2:8][CH3:9])=[O:6])=[C:10]([CH3:11])[N:21]=[CH:19][N:20]=1. The reactants are [C:1]([C:4](=[C:10](OCC)[CH3:11])[C:5]([O:7][CH2:8][CH3:9])=[O:6])(=O)[CH3:2].C(O)(=O)C.[CH:19]([NH2:21])=[NH:20].[O-]CC.[Na+]. The catalyst is C(O)C. The yield is 0.760.